This data is from Experimentally validated miRNA-target interactions with 360,000+ pairs, plus equal number of negative samples. The task is: Binary Classification. Given a miRNA mature sequence and a target amino acid sequence, predict their likelihood of interaction. The miRNA is hsa-miR-296-5p with sequence AGGGCCCCCCCUCAAUCCUGU. Result: 1 (interaction). The protein sequence of the target gene is MSDQDHSMDEMTAVVKIEKGVGGNNGGNGNGGGAFSQARSSSTGSSSSTGGGGQESQPSPLALLAATCSRIESPNENSNNSQGPSQSGGTGELDLTATQLSQGANGWQIISSSSGATPTSKEQSGSSTNGSNGSESSKNRTVSGGQYVVAAAPNLQNQQVLTGLPGVMPNIQYQVIPQFQTVDGQQLQFAATGAQVQQDGSGQIQIIPGANQQIITNRGSGGNIIAAMPNLLQQAVPLQGLANNVLSGQTQYVTNVPVALNGNITLLPVNSVSAATLTPSSQAVTISSSGSQESGSQPVT....